Binary Classification. Given a drug SMILES string, predict its activity (active/inactive) in a high-throughput screening assay against a specified biological target. From a dataset of Cav3 T-type calcium channel HTS with 100,875 compounds. (1) The drug is s1c(NC(=O)C2OCCC2)nc(c2ccc(c3ccccc3)cc2)c1. The result is 0 (inactive). (2) The compound is O=C1C(N2CCN(CC2)c2ccc(OC)cc2)=C(N2CCN(CC2)C(OCC)=O)C1=O. The result is 0 (inactive). (3) The drug is S(Cc1ccc(cc1)C#N)c1n(C)cnn1. The result is 0 (inactive). (4) The compound is s1c2c(CCC2)c(c1NC(=O)C1OCCC1)C(OC)=O. The result is 0 (inactive). (5) The compound is S=C(NCC1OCCC1)Nc1cc(c(cc1)C)C. The result is 0 (inactive). (6) The drug is Clc1ccc(c2nn(CC(OCC)=O)c(=O)cc2)cc1. The result is 0 (inactive).